From a dataset of Acute oral toxicity (LD50) regression data from Zhu et al.. Regression/Classification. Given a drug SMILES string, predict its toxicity properties. Task type varies by dataset: regression for continuous values (e.g., LD50, hERG inhibition percentage) or binary classification for toxic/non-toxic outcomes (e.g., AMES mutagenicity, cardiotoxicity, hepatotoxicity). Dataset: ld50_zhu. (1) The compound is CC(Oc1ccc(Oc2ncc(Cl)cc2Cl)cc1)C(=O)N1CCCO1. The rat oral LD50 is 2.88, given as -log10 of the dose in mol/kg body weight (higher means more acutely toxic). (2) The compound is Oc1c(Cl)cc(Cl)cc1Sc1cc(Cl)cc(Cl)c1O. The rat oral LD50 is 4.71, given as -log10 of the dose in mol/kg body weight (higher means more acutely toxic). (3) The drug is COc1cc2c3c(c1O)C1(C=CC(=O)C=C1)CC3N(C)CC2. The rat oral LD50 is 2.73, given as -log10 of the dose in mol/kg body weight (higher means more acutely toxic).